Task: Predict the product of the given reaction.. Dataset: Forward reaction prediction with 1.9M reactions from USPTO patents (1976-2016) (1) Given the reactants [Cl:1][C:2]1[CH:14]=[CH:13][CH:12]=[CH:11][C:3]=1[C:4]([NH:6][CH2:7][C:8]([OH:10])=[O:9])=[O:5].[F:15][C:16]([F:27])([F:26])[C:17]([O:19]C(=O)C(F)(F)F)=[O:18], predict the reaction product. The product is: [Cl:1][C:2]1[CH:14]=[CH:13][CH:12]=[CH:11][C:3]=1[C:4]([NH:6][CH:7]([C:17]([OH:19])([OH:18])[C:16]([F:27])([F:26])[F:15])[C:8]([OH:10])=[O:9])=[O:5]. (2) Given the reactants [C:1]([O:5][C:6]([N:8]1[C@H:12]([CH2:13][CH3:14])[CH2:11][C@H:10]([O:15][Si](C(C)(C)C)(C)C)[C@@H:9]1[CH2:23][C:24]1[CH:29]=[CH:28][CH:27]=[CH:26][CH:25]=1)=[O:7])([CH3:4])([CH3:3])[CH3:2].[F-].C([N+](CCCC)(CCCC)CCCC)CCC, predict the reaction product. The product is: [C:1]([O:5][C:6]([N:8]1[C@H:12]([CH2:13][CH3:14])[CH2:11][C@H:10]([OH:15])[C@@H:9]1[CH2:23][C:24]1[CH:25]=[CH:26][CH:27]=[CH:28][CH:29]=1)=[O:7])([CH3:2])([CH3:3])[CH3:4].